From a dataset of Peptide-MHC class I binding affinity with 185,985 pairs from IEDB/IMGT. Regression. Given a peptide amino acid sequence and an MHC pseudo amino acid sequence, predict their binding affinity value. This is MHC class I binding data. (1) The MHC is HLA-B53:01 with pseudo-sequence HLA-B53:01. The peptide sequence is ELVNQIIEQL. The binding affinity (normalized) is 0.137. (2) The peptide sequence is TIAGGVCYY. The MHC is HLA-A68:02 with pseudo-sequence HLA-A68:02. The binding affinity (normalized) is 0.0678.